Task: Predict the reactants needed to synthesize the given product.. Dataset: Full USPTO retrosynthesis dataset with 1.9M reactions from patents (1976-2016) (1) Given the product [C:17]1([CH2:23][S:24]([O:1][C:2]2[CH:9]=[CH:8][C:5]([CH:6]=[O:7])=[CH:4][CH:3]=2)(=[O:26])=[O:25])[CH:22]=[CH:21][CH:20]=[CH:19][CH:18]=1, predict the reactants needed to synthesize it. The reactants are: [OH:1][C:2]1[CH:9]=[CH:8][C:5]([CH:6]=[O:7])=[CH:4][CH:3]=1.C(N(CC)CC)C.[C:17]1([CH2:23][S:24](Cl)(=[O:26])=[O:25])[CH:22]=[CH:21][CH:20]=[CH:19][CH:18]=1. (2) Given the product [F:15][C:14]([F:17])([F:16])[C:13]([C:11]1[S:12][C:8]([C:31]#[C:30][Si:27]([CH3:29])([CH3:28])[CH3:26])=[CH:9][CH:10]=1)=[O:18], predict the reactants needed to synthesize it. The reactants are: BrC1SC=CC=1.Br[C:8]1[S:12][C:11]([C:13](=[O:18])[C:14]([F:17])([F:16])[F:15])=[CH:10][CH:9]=1.CCN(CC)CC.[CH3:26][Si:27]([C:30]#[CH:31])([CH3:29])[CH3:28]. (3) Given the product [CH:1]([N:4]1[CH2:9][CH2:8][N:7]([C:17]([C:19]2[CH:27]=[CH:26][C:22]([CH:23]=[O:24])=[CH:21][CH:20]=2)=[O:18])[CH2:6][CH2:5]1)([CH3:3])[CH3:2], predict the reactants needed to synthesize it. The reactants are: [CH:1]([N:4]1[CH2:9][CH2:8][NH:7][CH2:6][CH2:5]1)([CH3:3])[CH3:2].C1COCC1.[OH-].[Na+].[CH:17]([C:19]1[CH:27]=[CH:26][C:22]([C:23](Cl)=[O:24])=[CH:21][CH:20]=1)=[O:18].